Predict the product of the given reaction. From a dataset of Forward reaction prediction with 1.9M reactions from USPTO patents (1976-2016). (1) Given the reactants [CH:1]1([N:6]2[C:15]3[N:14]=[C:13]([NH:16][C:17]4[CH:25]=[CH:24][C:20]([C:21]([OH:23])=O)=[CH:19][C:18]=4[O:26][CH3:27])[N:12]=[CH:11][C:10]=3[N:9]([CH2:28][CH3:29])[CH2:8][C@H:7]2[CH2:30][CH3:31])[CH2:5][CH2:4][CH2:3][CH2:2]1.F[B-](F)(F)F.N1(OC(N(C)C)=[N+](C)C)C2C=CC=CC=2N=N1.[CH3:54][N:55]1[CH2:60][CH2:59][CH:58]([NH2:61])[CH2:57][CH2:56]1.C(N(C(C)C)C(C)C)C, predict the reaction product. The product is: [NH3:6].[CH:1]1([N:6]2[C:15]3[N:14]=[C:13]([NH:16][C:17]4[CH:25]=[CH:24][C:20]([C:21]([NH:61][CH:58]5[CH2:59][CH2:60][N:55]([CH3:54])[CH2:56][CH2:57]5)=[O:23])=[CH:19][C:18]=4[O:26][CH3:27])[N:12]=[CH:11][C:10]=3[N:9]([CH2:28][CH3:29])[CH2:8][C@H:7]2[CH2:30][CH3:31])[CH2:5][CH2:4][CH2:3][CH2:2]1. (2) Given the reactants [CH3:1][O:2][C:3]1[CH:8]=[CH:7][N:6]=[CH:5][C:4]=1[C:9]1[C:10]2[CH:17]=[C:16]([CH2:18][O:19][C:20]3[CH:25]=[CH:24][C:23]([C@@H:26]([C:33]#[C:34][CH3:35])[CH2:27][C:28]([O:30]CC)=[O:29])=[CH:22][CH:21]=3)[CH:15]=[CH:14][C:11]=2[S:12][CH:13]=1.[Li+].[OH-].Cl, predict the reaction product. The product is: [CH3:1][O:2][C:3]1[CH:8]=[CH:7][N:6]=[CH:5][C:4]=1[C:9]1[C:10]2[CH:17]=[C:16]([CH2:18][O:19][C:20]3[CH:25]=[CH:24][C:23]([C@@H:26]([C:33]#[C:34][CH3:35])[CH2:27][C:28]([OH:30])=[O:29])=[CH:22][CH:21]=3)[CH:15]=[CH:14][C:11]=2[S:12][CH:13]=1. (3) Given the reactants [CH3:1]OC1C(OC)=CC2NC(=O)CN=C(C3C=C(C=CC=3)C#N)C=2C=1.[Br:25][C:26]1[C:27]([O:48][CH3:49])=[CH:28][C:29]2[NH:35][C:34](=[O:36])[CH2:33][N:32]=[C:31]([C:37]3[CH:38]=[C:39]([CH:42]=[CH:43][CH:44]=3)[C:40]#[N:41])[C:30]=2[C:45]=1[O:46][CH3:47], predict the reaction product. The product is: [Br:25][C:26]1[C:27]([O:48][CH3:49])=[CH:28][C:29]2[N:35]([CH3:1])[C:34](=[O:36])[CH2:33][N:32]=[C:31]([C:37]3[CH:38]=[C:39]([CH:42]=[CH:43][CH:44]=3)[C:40]#[N:41])[C:30]=2[C:45]=1[O:46][CH3:47]. (4) Given the reactants [C:1]([C:5]1[CH:6]=[C:7]([NH:11][C:12](=[O:20])[C:13]2[CH:18]=[CH:17][C:16](Cl)=[N:15][CH:14]=2)[CH:8]=[CH:9][CH:10]=1)([CH3:4])([CH3:3])[CH3:2].[CH2:21]1[C:30]2[C:25](=[CH:26][CH:27]=[CH:28][CH:29]=2)[CH2:24][CH2:23][NH:22]1.IC1C=C(NC(=O)C2C=CC(N3CCOCC3)=NC=2)C=CC=1C, predict the reaction product. The product is: [C:1]([C:5]1[CH:6]=[C:7]([NH:11][C:12](=[O:20])[C:13]2[CH:18]=[CH:17][C:16]([N:22]3[CH2:23][CH2:24][C:25]4[C:30](=[CH:29][CH:28]=[CH:27][CH:26]=4)[CH2:21]3)=[N:15][CH:14]=2)[CH:8]=[CH:9][CH:10]=1)([CH3:4])([CH3:3])[CH3:2]. (5) Given the reactants [N+:1]([C:4]1[CH:12]=[C:11]2[C:7]([CH:8]=[CH:9][NH:10]2)=[CH:6][CH:5]=1)([O-:3])=[O:2].I[C:14]1[CH:19]=[CH:18][CH:17]=[CH:16][CH:15]=1, predict the reaction product. The product is: [N+:1]([C:4]1[CH:12]=[C:11]2[C:7]([CH:8]=[CH:9][N:10]2[C:14]2[CH:19]=[CH:18][CH:17]=[CH:16][CH:15]=2)=[CH:6][CH:5]=1)([O-:3])=[O:2]. (6) Given the reactants [NH2:1][CH:2]1[CH2:6][CH2:5][N:4]([C:7]2[CH:8]=[N:9][C:10]([O:16][C:17]3[CH:22]=[CH:21][C:20]([O:23][C:24]4[CH:29]=[CH:28][CH:27]=[C:26]([F:30])[CH:25]=4)=[CH:19][CH:18]=3)=[C:11]([CH:15]=2)[C:12]([NH2:14])=[O:13])[CH2:3]1.C(N(CC)C(C)C)(C)C.[C:40](Cl)(=[O:43])[CH:41]=[CH2:42], predict the reaction product. The product is: [C:40]([NH:1][CH:2]1[CH2:6][CH2:5][N:4]([C:7]2[CH:8]=[N:9][C:10]([O:16][C:17]3[CH:18]=[CH:19][C:20]([O:23][C:24]4[CH:29]=[CH:28][CH:27]=[C:26]([F:30])[CH:25]=4)=[CH:21][CH:22]=3)=[C:11]([CH:15]=2)[C:12]([NH2:14])=[O:13])[CH2:3]1)(=[O:43])[CH:41]=[CH2:42].